From a dataset of Reaction yield outcomes from USPTO patents with 853,638 reactions. Predict the reaction yield, written as a fraction of the theoretical maximum amount of product (1.0 means a 100% yield; for example, 0.34 means a 34% yield). (1) The reactants are [Cl:1][C:2]1[CH:3]=[CH:4][C:5]2[S:9][C:8]([S:10](Cl)(=[O:12])=[O:11])=[C:7]([CH3:14])[C:6]=2[CH:15]=1.[O:16]1[C:20]([C:21]2[CH:22]=[C:23]([CH:25]=[CH:26][CH:27]=2)[NH2:24])=[CH:19][N:18]=[CH:17]1. The catalyst is O1CCOCC1.CO.O. The product is [Cl:1][C:2]1[CH:3]=[CH:4][C:5]2[S:9][C:8]([S:10]([NH:24][C:23]3[CH:25]=[CH:26][CH:27]=[C:21]([C:20]4[O:16][CH:17]=[N:18][CH:19]=4)[CH:22]=3)(=[O:12])=[O:11])=[C:7]([CH3:14])[C:6]=2[CH:15]=1. The yield is 0.630. (2) The reactants are [C:1]([C:3]1[C:4]([NH2:9])=[N:5][CH:6]=[CH:7][CH:8]=1)#[CH:2].[O:10]1[CH:14]=[CH:13][CH:12]=[C:11]1[CH2:15][CH2:16][C:17]1[CH:22]=[CH:21][C:20]([CH2:23][C:24](Cl)=[N:25][OH:26])=[CH:19][CH:18]=1.C(N(CC)CC)C. The catalyst is O1CCCC1. The product is [O:10]1[CH:14]=[CH:13][CH:12]=[C:11]1[CH2:15][CH2:16][C:17]1[CH:22]=[CH:21][C:20]([CH2:23][C:24]2[CH:2]=[C:1]([C:3]3[C:4]([NH2:9])=[N:5][CH:6]=[CH:7][CH:8]=3)[O:26][N:25]=2)=[CH:19][CH:18]=1. The yield is 0.408. (3) The reactants are [C:1]([C:3]1[CH:37]=[CH:36][C:6]([CH2:7][C@@:8]2([CH3:35])[N:12]3[C:13]([C:16]([NH:18][C:19]4([C:22]([OH:24])=O)[CH2:21][CH2:20]4)=[O:17])=[CH:14][N:15]=[C:11]3[N:10]([C:25]3[CH:30]=[C:29]([Cl:31])[C:28]([F:32])=[C:27]([Cl:33])[CH:26]=3)[C:9]2=[O:34])=[CH:5][CH:4]=1)#[N:2].Cl.Cl.[Br:40][C:41]1[CH:42]=[CH:43][C:44]([C@H:47]([NH2:49])[CH3:48])=[N:45][CH:46]=1.C(N(C(C)C)CC)(C)C.CN(C(ON1N=NC2C=CC=NC1=2)=[N+](C)C)C.F[P-](F)(F)(F)(F)F. The catalyst is CN(C=O)C. The product is [Br:40][C:41]1[CH:42]=[CH:43][C:44]([C@H:47]([NH:49][C:22]([C:19]2([NH:18][C:16]([C:13]3[N:12]4[C@@:8]([CH2:7][C:6]5[CH:5]=[CH:4][C:3]([C:1]#[N:2])=[CH:37][CH:36]=5)([CH3:35])[C:9](=[O:34])[N:10]([C:25]5[CH:26]=[C:27]([Cl:33])[C:28]([F:32])=[C:29]([Cl:31])[CH:30]=5)[C:11]4=[N:15][CH:14]=3)=[O:17])[CH2:21][CH2:20]2)=[O:24])[CH3:48])=[N:45][CH:46]=1. The yield is 0.980. (4) The reactants are Cl[CH2:2][CH2:3][C:4]([C:6]1[CH:11]=[C:10]([Cl:12])[C:9]([OH:13])=[CH:8][C:7]=1[OH:14])=[O:5].[OH-].[Na+].Cl. The catalyst is O. The product is [Cl:12][C:10]1[CH:11]=[C:6]2[C:7](=[CH:8][C:9]=1[OH:13])[O:14][CH2:2][CH2:3][C:4]2=[O:5]. The yield is 0.627. (5) The product is [Br:1][C:2]1[N:3]=[C:4]2[CH:10]=[CH:9][N:8]([CH2:20][O:19][CH2:18][CH2:17][Si:14]([CH3:16])([CH3:15])[CH3:13])[C:5]2=[N:6][CH:7]=1. The yield is 0.800. The reactants are [Br:1][C:2]1[N:3]=[C:4]2[CH:10]=[CH:9][NH:8][C:5]2=[N:6][CH:7]=1.[H-].[Na+].[CH3:13][Si:14]([CH2:17][CH2:18][O:19][CH2:20]Cl)([CH3:16])[CH3:15]. The catalyst is CN(C=O)C.